This data is from Forward reaction prediction with 1.9M reactions from USPTO patents (1976-2016). The task is: Predict the product of the given reaction. Given the reactants [Cl:1][C:2]1[CH:3]=[C:4]([CH:9]2[C:14]3[CH:15]=[CH:16][S:17][C:13]=3[C:12](=[N:18]O)[CH2:11][CH2:10]2)[CH:5]=[CH:6][C:7]=1[Cl:8].[OH2:20], predict the reaction product. The product is: [Cl:1][C:2]1[CH:3]=[C:4]([CH:9]2[CH2:10][CH2:11][NH:18][C:12](=[O:20])[C:13]3[S:17][CH:16]=[CH:15][C:14]2=3)[CH:5]=[CH:6][C:7]=1[Cl:8].